This data is from NCI-60 drug combinations with 297,098 pairs across 59 cell lines. The task is: Regression. Given two drug SMILES strings and cell line genomic features, predict the synergy score measuring deviation from expected non-interaction effect. (1) Drug 1: C1CCC(C1)C(CC#N)N2C=C(C=N2)C3=C4C=CNC4=NC=N3. Synergy scores: CSS=40.2, Synergy_ZIP=3.60, Synergy_Bliss=-2.52, Synergy_Loewe=-21.4, Synergy_HSA=-3.68. Cell line: HOP-62. Drug 2: CC1OCC2C(O1)C(C(C(O2)OC3C4COC(=O)C4C(C5=CC6=C(C=C35)OCO6)C7=CC(=C(C(=C7)OC)O)OC)O)O. (2) Drug 1: C1=CC(=CC=C1CCCC(=O)O)N(CCCl)CCCl. Drug 2: CC1=C(C(=CC=C1)Cl)NC(=O)C2=CN=C(S2)NC3=CC(=NC(=N3)C)N4CCN(CC4)CCO. Cell line: DU-145. Synergy scores: CSS=33.9, Synergy_ZIP=0.0114, Synergy_Bliss=0.796, Synergy_Loewe=-5.67, Synergy_HSA=-1.01.